This data is from Reaction yield outcomes from USPTO patents with 853,638 reactions. The task is: Predict the reaction yield, written as a fraction of the theoretical maximum amount of product (1.0 means a 100% yield; for example, 0.34 means a 34% yield). (1) The reactants are [C:1]([C:5]1[CH:12]=[CH:11][C:8]([CH2:9][NH2:10])=[CH:7][CH:6]=1)([CH3:4])([CH3:3])[CH3:2].[CH:13]([N:16]=[C:17]=[O:18])([CH3:15])[CH3:14].[C:19](Cl)(=[O:24])[CH2:20][C:21](Cl)=[O:22]. The catalyst is C(Cl)(Cl)Cl. The product is [CH3:3][C:1]([C:5]1[CH:6]=[CH:7][C:8]([CH2:9][N:10]2[C:21](=[O:22])[CH2:20][C:19](=[O:24])[N:16]([CH:13]([CH3:15])[CH3:14])[C:17]2=[O:18])=[CH:11][CH:12]=1)([CH3:4])[CH3:2]. The yield is 0.300. (2) The reactants are C(N(C(C)C)CC)(C)C.Cl.[CH3:11][NH:12][CH2:13][C:14]1[CH:22]=[CH:21][CH:20]=[C:19]2[C:15]=1[CH2:16][N:17]([CH:24]1[CH2:29][CH2:28][C:27](=[O:30])[NH:26][C:25]1=[O:31])[C:18]2=[O:23].[CH:32]1[C:41]2[C:36](=[CH:37][CH:38]=[CH:39][CH:40]=2)[CH:35]=[CH:34][C:33]=1[N:42]=[C:43]=[O:44]. The catalyst is C(Cl)Cl. The product is [O:31]=[C:25]1[CH:24]([N:17]2[CH2:16][C:15]3[C:19](=[CH:20][CH:21]=[CH:22][C:14]=3[CH2:13][N:12]([CH3:11])[C:43]([NH:42][C:33]3[CH:34]=[CH:35][C:36]4[C:41](=[CH:40][CH:39]=[CH:38][CH:37]=4)[CH:32]=3)=[O:44])[C:18]2=[O:23])[CH2:29][CH2:28][C:27](=[O:30])[NH:26]1. The yield is 0.810. (3) The reactants are [Br:1][C:2]1[CH:3]=[C:4]2[C:9](=[CH:10][CH:11]=1)[N:8]=[C:7](Cl)[CH:6]=[N:5]2.C([Sn](CCCC)(CCCC)[C:18]([O:20][CH2:21][CH3:22])=[CH2:19])CCC. The catalyst is O1CCOCC1.CO.Cl[Pd](Cl)([P](C1C=CC=CC=1)(C1C=CC=CC=1)C1C=CC=CC=1)[P](C1C=CC=CC=1)(C1C=CC=CC=1)C1C=CC=CC=1. The product is [Br:1][C:2]1[CH:3]=[C:4]2[C:9](=[CH:10][CH:11]=1)[N:8]=[C:7]([C:18]([O:20][CH2:21][CH3:22])=[CH2:19])[CH:6]=[N:5]2. The yield is 0.523. (4) The product is [CH2:24]([O:31][C:32]1[CH:37]=[C:36]([C:2]2[N:7]3[N:8]=[CH:9][CH:10]=[C:6]3[N:5]=[C:4]([NH:11][C:12](=[O:23])[C:13]3[CH:18]=[CH:17][C:16]([C:19]([OH:22])([CH3:21])[CH3:20])=[CH:15][CH:14]=3)[CH:3]=2)[CH:35]=[CH:34][CH:33]=1)[C:25]1[CH:30]=[CH:29][CH:28]=[CH:27][CH:26]=1. The yield is 0.130. The catalyst is CO.C1C=CC(P(C2C=CC=CC=2)[C-]2C=CC=C2)=CC=1.C1C=CC(P(C2C=CC=CC=2)[C-]2C=CC=C2)=CC=1.Cl[Pd]Cl.[Fe+2]. The reactants are Cl[C:2]1[N:7]2[N:8]=[CH:9][CH:10]=[C:6]2[N:5]=[C:4]([NH:11][C:12](=[O:23])[C:13]2[CH:18]=[CH:17][C:16]([C:19]([OH:22])([CH3:21])[CH3:20])=[CH:15][CH:14]=2)[CH:3]=1.[CH2:24]([O:31][C:32]1[CH:33]=[C:34](B(O)O)[CH:35]=[CH:36][CH:37]=1)[C:25]1[CH:30]=[CH:29][CH:28]=[CH:27][CH:26]=1.O1CCOCC1. (5) The reactants are [F:1][C:2]1[CH:7]=[CH:6][CH:5]=[C:4]([F:8])[C:3]=1[C:9]1[C:14]([F:15])=[CH:13][CH:12]=[C:11]([CH3:16])[N:10]=1.[O-:17][Mn](=O)(=O)=O.[K+].[OH2:23]. No catalyst specified. The product is [F:1][C:2]1[CH:7]=[CH:6][CH:5]=[C:4]([F:8])[C:3]=1[C:9]1[N:10]=[C:11]([C:16]([OH:17])=[O:23])[CH:12]=[CH:13][C:14]=1[F:15]. The yield is 0.320. (6) The reactants are CON(C)[C:4]([C:6]1[S:7][C:8]([C:11]2[CH:16]=[CH:15][N:14]=[C:13]([NH:17][C:18]3[CH:23]=[CH:22][CH:21]=[C:20]([CH:24]([OH:26])[CH3:25])[CH:19]=3)[N:12]=2)=[CH:9][CH:10]=1)=[O:5].[CH3:28][Mg]Br. The catalyst is C1COCC1. The product is [OH:26][CH:24]([C:20]1[CH:19]=[C:18]([NH:17][C:13]2[N:12]=[C:11]([C:8]3[S:7][C:6]([C:4](=[O:5])[CH3:28])=[CH:10][CH:9]=3)[CH:16]=[CH:15][N:14]=2)[CH:23]=[CH:22][CH:21]=1)[CH3:25]. The yield is 0.250. (7) The reactants are [C:1]([O:5][C:6](=[O:30])[CH2:7][C@@H:8]([C:15](N1[C@H](C)[C@H](C2C=CC=CC=2)OC1=O)=[O:16])[CH2:9][C@H:10]([CH3:14])[CH2:11][CH2:12][CH3:13])([CH3:4])([CH3:3])[CH3:2].[Li+].[OH-].OO.S(=O)(O)[O-:36].[Na+].S([O-])([O-])=O.[Na+].[Na+]. The catalyst is O.C1COCC1.CCOCC.CCCCCC. The product is [C:1]([O:5][C:6](=[O:30])[CH2:7][C@H:8]([CH2:9][C@H:10]([CH3:14])[CH2:11][CH2:12][CH3:13])[C:15]([OH:16])=[O:36])([CH3:2])([CH3:3])[CH3:4]. The yield is 0.930.